The task is: Predict the product of the given reaction.. This data is from Forward reaction prediction with 1.9M reactions from USPTO patents (1976-2016). Given the reactants [C:1]([OH:6])(=O)[C:2]#[C:3][CH3:4].Cl.CN(C)CCCN=C=NCC.[NH2:19][C:20]1[CH:21]=[C:22]2[C:27](=[CH:28][CH:29]=1)[N:26]=[CH:25][N:24]=[C:23]2[NH:30][C:31]1[CH:36]=[CH:35][CH:34]=[C:33]([Br:37])[CH:32]=1, predict the reaction product. The product is: [Br:37][C:33]1[CH:32]=[C:31]([NH:30][C:23]2[C:22]3[C:27](=[CH:28][CH:29]=[C:20]([NH:19][C:1](=[O:6])[C:2]#[C:3][CH3:4])[CH:21]=3)[N:26]=[CH:25][N:24]=2)[CH:36]=[CH:35][CH:34]=1.